From a dataset of NCI-60 drug combinations with 297,098 pairs across 59 cell lines. Regression. Given two drug SMILES strings and cell line genomic features, predict the synergy score measuring deviation from expected non-interaction effect. (1) Drug 1: CNC(=O)C1=CC=CC=C1SC2=CC3=C(C=C2)C(=NN3)C=CC4=CC=CC=N4. Drug 2: COC1=C(C=C2C(=C1)N=CN=C2NC3=CC(=C(C=C3)F)Cl)OCCCN4CCOCC4. Cell line: SF-295. Synergy scores: CSS=10.5, Synergy_ZIP=-2.93, Synergy_Bliss=-0.541, Synergy_Loewe=1.52, Synergy_HSA=1.46. (2) Drug 1: C1CCC(CC1)NC(=O)N(CCCl)N=O. Drug 2: C1=NC(=NC(=O)N1C2C(C(C(O2)CO)O)O)N. Cell line: HT29. Synergy scores: CSS=12.7, Synergy_ZIP=-5.17, Synergy_Bliss=5.02, Synergy_Loewe=1.65, Synergy_HSA=3.78. (3) Drug 1: C1=CC(=CC=C1CCC2=CNC3=C2C(=O)NC(=N3)N)C(=O)NC(CCC(=O)O)C(=O)O. Drug 2: C1CN1P(=S)(N2CC2)N3CC3. Cell line: OVCAR-8. Synergy scores: CSS=23.6, Synergy_ZIP=-10.4, Synergy_Bliss=-15.7, Synergy_Loewe=-12.5, Synergy_HSA=-10.7. (4) Drug 1: C1=CN(C(=O)N=C1N)C2C(C(C(O2)CO)O)O.Cl. Drug 2: COC1=NC(=NC2=C1N=CN2C3C(C(C(O3)CO)O)O)N. Cell line: MCF7. Synergy scores: CSS=1.51, Synergy_ZIP=-1.82, Synergy_Bliss=0.554, Synergy_Loewe=-10.8, Synergy_HSA=-1.42. (5) Drug 1: CCN(CC)CCNC(=O)C1=C(NC(=C1C)C=C2C3=C(C=CC(=C3)F)NC2=O)C. Drug 2: CC1CCCC2(C(O2)CC(NC(=O)CC(C(C(=O)C(C1O)C)(C)C)O)C(=CC3=CSC(=N3)C)C)C. Cell line: OVCAR-8. Synergy scores: CSS=60.7, Synergy_ZIP=4.28, Synergy_Bliss=2.40, Synergy_Loewe=1.45, Synergy_HSA=3.91. (6) Drug 1: C1=CC(=C2C(=C1NCCNCCO)C(=O)C3=C(C=CC(=C3C2=O)O)O)NCCNCCO. Synergy scores: CSS=39.1, Synergy_ZIP=3.07, Synergy_Bliss=2.04, Synergy_Loewe=-34.5, Synergy_HSA=1.68. Drug 2: C1CC(=O)NC(=O)C1N2C(=O)C3=CC=CC=C3C2=O. Cell line: RPMI-8226. (7) Drug 1: CN1CCC(CC1)COC2=C(C=C3C(=C2)N=CN=C3NC4=C(C=C(C=C4)Br)F)OC. Drug 2: C1CC(C1)(C(=O)O)C(=O)O.[NH2-].[NH2-].[Pt+2]. Synergy scores: CSS=14.1, Synergy_ZIP=-3.23, Synergy_Bliss=1.37, Synergy_Loewe=-1.50, Synergy_HSA=2.62. Cell line: OVCAR-8.